From a dataset of Forward reaction prediction with 1.9M reactions from USPTO patents (1976-2016). Predict the product of the given reaction. (1) Given the reactants C=O.[F:3][C:4]([F:13])([F:12])[C:5]1[CH:10]=[CH:9][C:8]([OH:11])=[CH:7][CH:6]=1.C1(B(O)O)C=CC=CC=1.[C:23](O)(=[O:26])CC.OO, predict the reaction product. The product is: [OH:11][C:8]1[CH:7]=[CH:6][C:5]([C:4]([F:12])([F:13])[F:3])=[CH:10][C:9]=1[CH2:23][OH:26]. (2) Given the reactants [C:1]([C:3]1[CH:4]=[C:5]([CH:8]=[CH:9][CH:10]=1)[CH:6]=[O:7])#[N:2].[N-:11]=[N+:12]=[N-:13].[Na+].[Cl-].[Li+].Cl, predict the reaction product. The product is: [NH:2]1[C:1]([C:3]2[CH:4]=[C:5]([CH:8]=[CH:9][CH:10]=2)[CH:6]=[O:7])=[N:13][N:12]=[N:11]1. (3) Given the reactants CS(CSC)=O.[CH2:7]([O:14][CH:15]1[CH2:18][C:17](=[O:19])[CH2:16]1)[C:8]1[CH:13]=[CH:12][CH:11]=[CH:10][CH:9]=1.C([Li])CCC.BrCC(OCC1C=CC=CC=1)CBr.O, predict the reaction product. The product is: [CH2:7]([O:14][CH:15]1[CH2:18][C:17](=[O:19])[CH2:16]1)[C:8]1[CH:13]=[CH:12][CH:11]=[CH:10][CH:9]=1. (4) The product is: [CH2:1]([O:8][N:9]1[C:15](=[O:16])[N:14]2[CH2:17][C@H:10]1[CH2:11][CH2:12][C@H:13]2[C:18]1[O:19][C:22]([CH2:23][CH:24]2[CH2:25][CH:26]([NH:28][C:29](=[O:35])[O:30][C:31]([CH3:34])([CH3:33])[CH3:32])[CH2:27]2)=[N:21][N:20]=1)[C:2]1[CH:7]=[CH:6][CH:5]=[CH:4][CH:3]=1. Given the reactants [CH2:1]([O:8][N:9]1[C:15](=[O:16])[N:14]2[CH2:17][C@H:10]1[CH2:11][CH2:12][C@H:13]2[C:18]([NH:20][NH:21][C:22](=O)[CH2:23][CH:24]1[CH2:27][CH:26]([NH:28][C:29](=[O:35])[O:30][C:31]([CH3:34])([CH3:33])[CH3:32])[CH2:25]1)=[O:19])[C:2]1[CH:7]=[CH:6][CH:5]=[CH:4][CH:3]=1.N1C=CC=CC=1.O(S(C(F)(F)F)(=O)=O)S(C(F)(F)F)(=O)=O.C([O-])(O)=O.[Na+], predict the reaction product. (5) Given the reactants [Br:1][C:2]1[CH:7]=[CH:6][N:5]2[N:8]=[C:9]([C:11]3[CH:16]=[CH:15][C:14]([O:17][CH3:18])=[CH:13][CH:12]=3)[CH:10]=[C:4]2[CH:3]=1.[Cl-].[Cl:20][CH:21]=[N+:22]([CH3:24])[CH3:23], predict the reaction product. The product is: [Cl-:20].[Br:1][C:2]1[CH:7]=[CH:6][N:5]2[N:8]=[C:9]([C:11]3[CH:12]=[CH:13][C:14]([O:17][CH3:18])=[CH:15][CH:16]=3)[C:10]([CH:21]=[N+:22]([CH3:24])[CH3:23])=[C:4]2[CH:3]=1. (6) The product is: [Br:11][C:5]1[CH:6]=[CH:7][C:8]([NH2:10])=[N:9][C:4]=1[N+:1]([O-:3])=[O:2]. Given the reactants [N+:1]([C:4]1[N:9]=[C:8]([NH2:10])[CH:7]=[CH:6][CH:5]=1)([O-:3])=[O:2].[Br:11]NC(=O)CCC(N)=O, predict the reaction product.